The task is: Regression. Given two drug SMILES strings and cell line genomic features, predict the synergy score measuring deviation from expected non-interaction effect.. This data is from NCI-60 drug combinations with 297,098 pairs across 59 cell lines. (1) Drug 1: CC1=C(C=C(C=C1)NC2=NC=CC(=N2)N(C)C3=CC4=NN(C(=C4C=C3)C)C)S(=O)(=O)N.Cl. Drug 2: C1=CC(=C2C(=C1NCCNCCO)C(=O)C3=C(C=CC(=C3C2=O)O)O)NCCNCCO. Cell line: SK-OV-3. Synergy scores: CSS=53.8, Synergy_ZIP=3.89, Synergy_Bliss=6.23, Synergy_Loewe=-43.1, Synergy_HSA=5.00. (2) Drug 1: COC1=CC(=CC(=C1O)OC)C2C3C(COC3=O)C(C4=CC5=C(C=C24)OCO5)OC6C(C(C7C(O6)COC(O7)C8=CC=CS8)O)O. Drug 2: CC(C)CN1C=NC2=C1C3=CC=CC=C3N=C2N. Cell line: M14. Synergy scores: CSS=36.0, Synergy_ZIP=-1.82, Synergy_Bliss=-0.182, Synergy_Loewe=-6.27, Synergy_HSA=-1.14. (3) Drug 1: C1CC(=O)NC(=O)C1N2C(=O)C3=CC=CC=C3C2=O. Drug 2: CC1C(C(CC(O1)OC2CC(CC3=C2C(=C4C(=C3O)C(=O)C5=C(C4=O)C(=CC=C5)OC)O)(C(=O)CO)O)N)O.Cl. Cell line: HT29. Synergy scores: CSS=39.3, Synergy_ZIP=2.45, Synergy_Bliss=1.44, Synergy_Loewe=-29.8, Synergy_HSA=1.75. (4) Drug 1: CN(C)N=NC1=C(NC=N1)C(=O)N. Drug 2: CN1C2=C(C=C(C=C2)N(CCCl)CCCl)N=C1CCCC(=O)O.Cl. Cell line: NCI-H522. Synergy scores: CSS=15.8, Synergy_ZIP=-5.05, Synergy_Bliss=-0.344, Synergy_Loewe=-2.41, Synergy_HSA=0.989. (5) Drug 1: C1=NC2=C(N1)C(=S)N=C(N2)N. Drug 2: CC1C(C(CC(O1)OC2CC(CC3=C2C(=C4C(=C3O)C(=O)C5=CC=CC=C5C4=O)O)(C(=O)C)O)N)O. Cell line: COLO 205. Synergy scores: CSS=61.7, Synergy_ZIP=-8.73, Synergy_Bliss=-11.1, Synergy_Loewe=-10.0, Synergy_HSA=-6.34.